This data is from Full USPTO retrosynthesis dataset with 1.9M reactions from patents (1976-2016). The task is: Predict the reactants needed to synthesize the given product. Given the product [CH2:19]([O:18][C:16](=[O:17])[CH2:15][C:10]1[N:9]2[C:4]([CH:5]=[CH:6][C:7]([C:11]#[N:12])=[CH:8]2)=[CH:3][C:2]=1[CH3:1])[CH3:20], predict the reactants needed to synthesize it. The reactants are: [CH3:1][C:2]1[CH:3]=[C:4]2[N:9]([CH:10]=1)[CH:8]=[C:7]([C:11]#[N:12])[CH:6]=[CH:5]2.[N+](=[CH:15][C:16]([O:18][CH2:19][CH3:20])=[O:17])=[N-].